From a dataset of Peptide-MHC class II binding affinity with 134,281 pairs from IEDB. Regression. Given a peptide amino acid sequence and an MHC pseudo amino acid sequence, predict their binding affinity value. This is MHC class II binding data. (1) The MHC is HLA-DQA10601-DQB10402 with pseudo-sequence HLA-DQA10601-DQB10402. The binding affinity (normalized) is 0.416. The peptide sequence is CAKFTCAKSMSLFEVKK. (2) The peptide sequence is TEDQISAFEQVRDEV. The MHC is DRB1_0101 with pseudo-sequence DRB1_0101. The binding affinity (normalized) is 0.367. (3) The peptide sequence is WEQIFSTWLLKPGAG. The MHC is DRB1_1302 with pseudo-sequence DRB1_1302. The binding affinity (normalized) is 0.273. (4) The peptide sequence is GKCDSAGRSRRSRRA. The binding affinity (normalized) is 0. The MHC is DRB1_0404 with pseudo-sequence DRB1_0404. (5) The peptide sequence is KFDSALARKHIARELH. The MHC is DRB1_0901 with pseudo-sequence DRB1_0901. The binding affinity (normalized) is 0.252.